From a dataset of Catalyst prediction with 721,799 reactions and 888 catalyst types from USPTO. Predict which catalyst facilitates the given reaction. (1) Reactant: [Cl:1][C:2]1[CH:3]=[CH:4][C:5]([NH:8][C:9](=[O:41])[C:10]2[CH:15]=[CH:14][CH:13]=[C:12]([OH:16])[C:11]=2[NH:17][C:18](=[O:40])[C:19]2[CH:24]=[CH:23][C:22]([C:25]3[C:26](=[O:39])[N:27]([CH2:31][CH2:32][N:33]4[CH2:38][CH2:37][NH:36][CH2:35][CH2:34]4)[CH:28]=[CH:29][CH:30]=3)=[CH:21][CH:20]=2)=[N:6][CH:7]=1.C=O.[C:44](O[BH-](OC(=O)C)OC(=O)C)(=O)C.[Na+].C(=O)([O-])O.[Na+]. Product: [ClH:1].[ClH:1].[Cl:1][C:2]1[CH:3]=[CH:4][C:5]([NH:8][C:9](=[O:41])[C:10]2[CH:15]=[CH:14][CH:13]=[C:12]([OH:16])[C:11]=2[NH:17][C:18](=[O:40])[C:19]2[CH:24]=[CH:23][C:22]([C:25]3[C:26](=[O:39])[N:27]([CH2:31][CH2:32][N:33]4[CH2:34][CH2:35][N:36]([CH3:44])[CH2:37][CH2:38]4)[CH:28]=[CH:29][CH:30]=3)=[CH:21][CH:20]=2)=[N:6][CH:7]=1. The catalyst class is: 7. (2) Reactant: [Cl:1][C:2]1[N:7]=[CH:6][C:5]([OH:8])=[CH:4][N:3]=1.C([O-])([O-])=O.[Cs+].[Cs+].[F:15][CH2:16][CH2:17]I. Product: [Cl:1][C:2]1[N:7]=[CH:6][C:5]([O:8][CH2:17][CH2:16][F:15])=[CH:4][N:3]=1. The catalyst class is: 18.